Dataset: M1 muscarinic receptor antagonist screen with 61,756 compounds. Task: Binary Classification. Given a drug SMILES string, predict its activity (active/inactive) in a high-throughput screening assay against a specified biological target. (1) The drug is OC(=O)C1N(CCC1)C(=O)c1ccc(OCC)cc1. The result is 0 (inactive). (2) The result is 0 (inactive). The drug is Brc1ccc(C2=Nn3c(nnc3SC2)c2ccncc2)cc1. (3) The molecule is S(=O)(=O)(N1CCOCC1)c1cc(c(F)cc1)C(=O)Nc1c(cccc1)C(F)(F)F. The result is 0 (inactive). (4) The compound is Clc1c(C(Sc2sc(nn2)N)C)cccc1. The result is 0 (inactive). (5) The drug is S1(=O)(=O)Cc2c(sc(C(=O)NC3C(CCCC3)C)c2)C1. The result is 0 (inactive). (6) The molecule is S(CCCn1c2c([nH]c1=O)cccc2)CC(=O)c1c(n(c(c1)C)C)C. The result is 0 (inactive).